From a dataset of Catalyst prediction with 721,799 reactions and 888 catalyst types from USPTO. Predict which catalyst facilitates the given reaction. (1) Reactant: [H-].[Al+3].[Li+].[H-].[H-].[H-].[NH2:7][S:8]([C:11]1[CH:16]=[CH:15][C:14]([N:17]2[C:21]([C:22]3[CH:27]=[CH:26][C:25]([CH3:28])=[CH:24][CH:23]=3)=[CH:20][C:19]([C:29](OC)=[O:30])=[N:18]2)=[CH:13][CH:12]=1)(=[O:10])=[O:9].Cl.C(OCC)(=O)C. Product: [OH:30][CH2:29][C:19]1[CH:20]=[C:21]([C:22]2[CH:23]=[CH:24][C:25]([CH3:28])=[CH:26][CH:27]=2)[N:17]([C:14]2[CH:15]=[CH:16][C:11]([S:8]([NH2:7])(=[O:9])=[O:10])=[CH:12][CH:13]=2)[N:18]=1. The catalyst class is: 20. (2) Reactant: [Br:1][C:2]1[CH:3]=[CH:4][C:5]([CH2:8]O)=[N:6][CH:7]=1.S(Cl)([Cl:12])=O. Product: [ClH:12].[Br:1][C:2]1[CH:3]=[CH:4][C:5]([CH2:8][Cl:12])=[N:6][CH:7]=1. The catalyst class is: 11. (3) Reactant: [H-].[Na+].[C:3]([O:11][CH2:12][CH3:13])(=[O:10])[CH2:4][C:5]([O:7][CH2:8][CH3:9])=[O:6].Br[CH2:15][C:16]([O:18][CH2:19][CH3:20])=[O:17]. Product: [CH:4]([C:5]([O:7][CH2:8][CH3:9])=[O:6])([C:3]([O:11][CH2:12][CH3:13])=[O:10])[CH2:15][C:16]([O:18][CH2:19][CH3:20])=[O:17]. The catalyst class is: 1. (4) Reactant: [CH3:1][C:2]([C@@H:4]1[C@@:8]2([CH3:23])[CH2:9][CH2:10][C@@H:11]3[C@@:16]4([CH3:22])[CH2:17][CH2:18][C@H:19]([OH:21])[CH2:20][C:15]4=[CH:14][CH2:13][C@H:12]3[C@@H:7]2[CH2:6][CH2:5]1)=[O:3].N1C=CN=C1.[Si:29](Cl)([C:32]([CH3:35])([CH3:34])[CH3:33])([CH3:31])[CH3:30]. Product: [CH3:33][C:32]([Si:29]([CH3:31])([CH3:30])[O:21][C@@H:19]1[CH2:20][C:15]2[C@@:16]([CH3:22])([C@@H:11]3[C@@H:12]([CH2:13][CH:14]=2)[C@H:7]2[C@@:8]([CH3:23])([C@@H:4]([C:2](=[O:3])[CH3:1])[CH2:5][CH2:6]2)[CH2:9][CH2:10]3)[CH2:17][CH2:18]1)([CH3:35])[CH3:34]. The catalyst class is: 9. (5) Reactant: [CH3:1][O:2][C:3]1[CH:8]=[CH:7][C:6]([C@@H:9]([N:11]2[CH2:16][CH2:15][C:14]([C:18]3[CH:25]=[CH:24][C:21]([CH:22]=[O:23])=[CH:20][CH:19]=3)([CH3:17])[O:13][C:12]2=[O:26])[CH3:10])=[CH:5][CH:4]=1.[BH4-].[Na+]. Product: [OH:23][CH2:22][C:21]1[CH:24]=[CH:25][C:18]([C@@:14]2([CH3:17])[O:13][C:12](=[O:26])[N:11]([C@H:9]([C:6]3[CH:5]=[CH:4][C:3]([O:2][CH3:1])=[CH:8][CH:7]=3)[CH3:10])[CH2:16][CH2:15]2)=[CH:19][CH:20]=1. The catalyst class is: 5. (6) Reactant: [CH3:1][O:2][C:3]1[CH:4]=[C:5]([CH2:11][C:12](=O)[CH3:13])[CH:6]=[CH:7][C:8]=1[O:9][CH3:10].C([O-])(=O)C.[NH4+].C([O-])(=O)C.[Na+].C([BH3-])#[N:26].[Na+]. The catalyst class is: 404. Product: [CH3:1][O:2][C:3]1[CH:4]=[C:5]([CH2:11][CH:12]([NH2:26])[CH3:13])[CH:6]=[CH:7][C:8]=1[O:9][CH3:10]. (7) Reactant: Cl[CH2:2][S:3]([C:6]1[C:15]2[C:10](=[CH:11][CH:12]=[CH:13][CH:14]=2)[CH:9]=[CH:8][CH:7]=1)(=[O:5])=[O:4].[F:16][C:17]1[CH:22]=[CH:21][C:20]([N+:23]([O-:25])=[O:24])=[CH:19][CH:18]=1.CC(C)([O-])C.[K+].C(O)(=O)C. Product: [F:16][C:17]1[CH:18]=[CH:19][C:20]([N+:23]([O-:25])=[O:24])=[C:21]([CH2:2][S:3]([C:6]2[C:15]3[C:10](=[CH:11][CH:12]=[CH:13][CH:14]=3)[CH:9]=[CH:8][CH:7]=2)(=[O:5])=[O:4])[CH:22]=1. The catalyst class is: 1.